Dataset: Reaction yield outcomes from USPTO patents with 853,638 reactions. Task: Predict the reaction yield, written as a fraction of the theoretical maximum amount of product (1.0 means a 100% yield; for example, 0.34 means a 34% yield). (1) The reactants are C[O:2][C:3]([C@H:5]1[CH2:10][CH2:9][C@H:8]([O:11][C:12]2[CH:21]=[CH:20][C:19]3[C:14](=[CH:15][CH:16]=[CH:17][CH:18]=3)[CH:13]=2)[CH2:7][CH2:6]1)=O.O.[NH2:23][NH2:24]. The catalyst is CO. The product is [CH:13]1[C:14]2[C:19](=[CH:18][CH:17]=[CH:16][CH:15]=2)[CH:20]=[CH:21][C:12]=1[O:11][C@H:8]1[CH2:9][CH2:10][C@H:5]([C:3]([NH:23][NH2:24])=[O:2])[CH2:6][CH2:7]1. The yield is 0.860. (2) The reactants are [CH3:1][N:2]1[C:7](=[O:8])[CH:6]=[C:5]([C:9]2[CH:14]=[CH:13][N:12]=[CH:11][N:10]=2)[N:4]=[C:3]1[O:15][CH:16]1[CH2:21][CH2:20][N:19]([C:22]2[CH:27]=[CH:26][C:25]([CH2:28][N:29]3[CH2:34][CH2:33][NH:32][CH2:31][CH2:30]3)=[CH:24][CH:23]=2)[CH2:18][CH2:17]1.C=O.[C:37](O[BH-](OC(=O)C)OC(=O)C)(=O)C.[Na+]. The catalyst is C(O)(=O)C.ClCCCl. The product is [CH3:1][N:2]1[C:7](=[O:8])[CH:6]=[C:5]([C:9]2[CH:14]=[CH:13][N:12]=[CH:11][N:10]=2)[N:4]=[C:3]1[O:15][CH:16]1[CH2:21][CH2:20][N:19]([C:22]2[CH:23]=[CH:24][C:25]([CH2:28][N:29]3[CH2:34][CH2:33][N:32]([CH3:37])[CH2:31][CH2:30]3)=[CH:26][CH:27]=2)[CH2:18][CH2:17]1. The yield is 0.590. (3) The reactants are [C:1]1([S:7]([N:10]2[C:14]3=[N:15][CH:16]=[C:17]([Cl:19])[CH:18]=[C:13]3[C:12]([CH2:20][C:21]3[CH:22]=[CH:23][C:24]([NH2:27])=[N:25][CH:26]=3)=[CH:11]2)(=[O:9])=[O:8])[CH:6]=[CH:5][CH:4]=[CH:3][CH:2]=1.C(O)(=O)C.[F:32][C:33]1[CH:34]=[C:35]([CH:39]=O)[CH:36]=[N:37][CH:38]=1.C([BH3-])#N.[Na+].C(=O)([O-])[O-].[K+].[K+]. The catalyst is C(O)C. The product is [C:1]1([S:7]([N:10]2[C:14]3=[N:15][CH:16]=[C:17]([Cl:19])[CH:18]=[C:13]3[C:12]([CH2:20][C:21]3[CH:22]=[CH:23][C:24]([NH:27][CH2:39][C:35]4[CH:36]=[N:37][CH:38]=[C:33]([F:32])[CH:34]=4)=[N:25][CH:26]=3)=[CH:11]2)(=[O:9])=[O:8])[CH:6]=[CH:5][CH:4]=[CH:3][CH:2]=1. The yield is 0.590. (4) The reactants are [Si:1]([O:8][CH2:9][C:10]1[CH:15]=[C:14]([CH3:16])[NH:13][C:12](=[O:17])[C:11]=1[C:18]#[N:19])([C:4]([CH3:7])([CH3:6])[CH3:5])([CH3:3])[CH3:2].[H][H]. The catalyst is CO.N.[Ni]. The product is [NH2:19][CH2:18][C:11]1[C:12](=[O:17])[NH:13][C:14]([CH3:16])=[CH:15][C:10]=1[CH2:9][O:8][Si:1]([C:4]([CH3:6])([CH3:5])[CH3:7])([CH3:2])[CH3:3]. The yield is 0.630. (5) The reactants are [CH2:1]([O:3][C:4]([C:6]1[S:10][C:9]([C:11]2[CH:16]=[CH:15][CH:14]=[CH:13][CH:12]=2)=[N:8][C:7]=1OS(C(F)(F)F)(=O)=O)=[O:5])[CH3:2].[NH:25]1[CH2:30][CH2:29][CH2:28][CH2:27][CH2:26]1. The catalyst is C1(C)C=CC=CC=1.C(OCC)(=O)C. The product is [CH2:1]([O:3][C:4]([C:6]1[S:10][C:9]([C:11]2[CH:16]=[CH:15][CH:14]=[CH:13][CH:12]=2)=[N:8][C:7]=1[N:25]1[CH2:30][CH2:29][CH2:28][CH2:27][CH2:26]1)=[O:5])[CH3:2]. The yield is 0.960. (6) The reactants are [C:1]12([C:11](=[O:20])[CH2:12][S:13][C:14]3[S:15][C:16]([NH2:19])=[N:17][N:18]=3)[CH2:10][CH:5]3[CH2:6][CH:7]([CH2:9][CH:3]([CH2:4]3)[CH2:2]1)[CH2:8]2.[CH:21]1([C:24](Cl)=[O:25])[CH2:23][CH2:22]1. The catalyst is C(Cl)Cl. The product is [C:1]12([C:11](=[O:20])[CH2:12][S:13][C:14]3[S:15][C:16]([NH:19][C:24]([CH:21]4[CH2:23][CH2:22]4)=[O:25])=[N:17][N:18]=3)[CH2:10][CH:5]3[CH2:4][CH:3]([CH2:9][CH:7]([CH2:6]3)[CH2:8]1)[CH2:2]2. The yield is 0.790. (7) The reactants are C[O:2][C:3]([C:5]1[CH:10]=[C:9]([C:11]2[CH:16]=[CH:15][CH:14]=[CH:13][C:12]=2[CH3:17])[C:8]([C:18](=[O:36])[N:19]([CH2:21][C:22]2[CH:27]=[C:26]([C:28]([F:31])([F:30])[F:29])[CH:25]=[C:24]([C:32]([F:35])([F:34])[F:33])[CH:23]=2)[CH3:20])=[CH:7][N:6]=1)=[O:4].CO.O1CCOCC1.O. The catalyst is [OH-].[Na+]. The product is [F:30][C:28]([F:29])([F:31])[C:26]1[CH:27]=[C:22]([CH:23]=[C:24]([C:32]([F:35])([F:34])[F:33])[CH:25]=1)[CH2:21][N:19]([CH3:20])[C:18]([C:8]1[C:9]([C:11]2[CH:16]=[CH:15][CH:14]=[CH:13][C:12]=2[CH3:17])=[CH:10][C:5]([C:3]([OH:4])=[O:2])=[N:6][CH:7]=1)=[O:36]. The yield is 0.780. (8) The reactants are [H-].[Na+].[Br:3][C:4]1[CH:5]=[C:6]([N+:11]([O-:13])=[O:12])[C:7](Cl)=[N:8][CH:9]=1.[C:14](OCC)(=O)CC(OCC)=O. The catalyst is C1COCC1. The product is [Br:3][C:4]1[CH:5]=[C:6]([N+:11]([O-:13])=[O:12])[C:7]([CH3:14])=[N:8][CH:9]=1. The yield is 0.633. (9) The product is [CH3:1][O:2][C:3]1[CH:8]=[CH:7][C:6]([C:13]2[S:17][C:16]([C:18]([O:20][CH3:21])=[O:19])=[CH:15][CH:14]=2)=[CH:5][CH:4]=1. The yield is 0.610. No catalyst specified. The reactants are [CH3:1][O:2][C:3]1[CH:8]=[CH:7][C:6](B(O)O)=[CH:5][CH:4]=1.Br[C:13]1[S:17][C:16]([C:18]([O:20][CH3:21])=[O:19])=[CH:15][CH:14]=1.